Dataset: Forward reaction prediction with 1.9M reactions from USPTO patents (1976-2016). Task: Predict the product of the given reaction. (1) Given the reactants [C:1]([C:3]1[CH:4]=[C:5]([C:21]([NH:23][CH2:24][C:25]2[CH:30]=[CH:29][C:28]([S:31]([CH3:34])(=[O:33])=[O:32])=[CH:27][CH:26]=2)=[O:22])[C:6](=[O:20])[N:7]([C:10]2[CH:15]=[CH:14][CH:13]=[C:12]([C:16]([F:19])([F:18])[F:17])[CH:11]=2)[C:8]=1[CH3:9])#[N:2].Cl.[NH2:36][OH:37].CC([O-])=O.[Na+].C(O)C, predict the reaction product. The product is: [CH3:34][S:31]([C:28]1[CH:27]=[CH:26][C:25]([CH2:24][NH:23][C:21]([C:5]2[C:6](=[O:20])[N:7]([C:10]3[CH:15]=[CH:14][CH:13]=[C:12]([C:16]([F:19])([F:18])[F:17])[CH:11]=3)[C:8]([CH3:9])=[C:3]([C:1](=[NH:2])[NH:36][OH:37])[CH:4]=2)=[O:22])=[CH:30][CH:29]=1)(=[O:33])=[O:32]. (2) Given the reactants [CH3:1][NH:2][C:3]([C:5]1[CH:10]=[C:9]([O:11][C:12]2[CH:17]=[CH:16][C:15]([NH:18][C:19]([NH:21][C:22]3[CH:27]=[CH:26][C:25]([Cl:28])=[C:24]([C:29]([F:32])([F:31])[F:30])[CH:23]=3)=[O:20])=[C:14]([F:33])[CH:13]=2)[CH:8]=[CH:7][N:6]=1)=[O:4].Cl.O1CCOCC1, predict the reaction product. The product is: [ClH:28].[CH3:1][NH:2][C:3]([C:5]1[CH:10]=[C:9]([O:11][C:12]2[CH:17]=[CH:16][C:15]([NH:18][C:19]([NH:21][C:22]3[CH:27]=[CH:26][C:25]([Cl:28])=[C:24]([C:29]([F:32])([F:31])[F:30])[CH:23]=3)=[O:20])=[C:14]([F:33])[CH:13]=2)[CH:8]=[CH:7][N:6]=1)=[O:4]. (3) Given the reactants CC(=CC)C.[CH3:6][O:7][C:8]([CH:10]1[CH2:14][CH2:13][N:12]([C:15]([O:17][CH2:18][C:19]2[CH:24]=[CH:23][CH:22]=[CH:21][CH:20]=2)=[O:16])[N:11]1[C:25](=[O:41])[CH:26]([N:30]1[C:38](=[O:39])[C:37]2[C:32](=[CH:33][CH:34]=[CH:35][CH:36]=2)[C:31]1=[O:40])[CH2:27][CH:28]=[CH2:29])=[O:9].C([O-])(=[O:44])C.[Na+].OO, predict the reaction product. The product is: [CH3:6][O:7][C:8]([CH:10]1[CH2:14][CH2:13][N:12]([C:15]([O:17][CH2:18][C:19]2[CH:24]=[CH:23][CH:22]=[CH:21][CH:20]=2)=[O:16])[N:11]1[C:25](=[O:41])[CH:26]([N:30]1[C:31](=[O:40])[C:32]2[C:37](=[CH:36][CH:35]=[CH:34][CH:33]=2)[C:38]1=[O:39])[CH2:27][CH2:28][CH2:29][OH:44])=[O:9]. (4) Given the reactants [CH3:1][N:2]1[CH:7]=[C:6](B2OC(C)(C)C(C)(C)O2)[C:5]2[CH:17]=[CH:18][N:19]([S:20]([C:23]3[CH:28]=[CH:27][C:26]([CH3:29])=[CH:25][CH:24]=3)(=[O:22])=[O:21])[C:4]=2[C:3]1=[O:30].Br[C:32]1[CH:38]=[CH:37][C:35]([NH2:36])=[C:34]([N+:39]([O-:41])=[O:40])[C:33]=1[O:42][C:43]1[CH:48]=[CH:47][C:46]([F:49])=[CH:45][C:44]=1[F:50].P([O-])([O-])([O-])=O.[K+].[K+].[K+].CC12CC3(C)OC(C)(CC(C)(O3)O1)P2C1C=CC=CC=1, predict the reaction product. The product is: [NH2:36][C:35]1[CH:37]=[CH:38][C:32]([C:6]2[C:5]3[CH:17]=[CH:18][N:19]([S:20]([C:23]4[CH:24]=[CH:25][C:26]([CH3:29])=[CH:27][CH:28]=4)(=[O:21])=[O:22])[C:4]=3[C:3](=[O:30])[N:2]([CH3:1])[CH:7]=2)=[C:33]([O:42][C:43]2[CH:48]=[CH:47][C:46]([F:49])=[CH:45][C:44]=2[F:50])[C:34]=1[N+:39]([O-:41])=[O:40]. (5) Given the reactants S(Cl)([Cl:3])=O.[F:5][C:6]1[CH:11]=[CH:10][C:9]([C:12]2[N:17]=[C:16]([CH3:18])[C:15]([CH2:19]O)=[CH:14][CH:13]=2)=[CH:8][CH:7]=1, predict the reaction product. The product is: [Cl:3][CH2:19][C:15]1[C:16]([CH3:18])=[N:17][C:12]([C:9]2[CH:10]=[CH:11][C:6]([F:5])=[CH:7][CH:8]=2)=[CH:13][CH:14]=1. (6) Given the reactants B(O)(O)C1C=CC=C(C(O)=O)C=1.FC(F)(F)S(OC1CCN(C(OC(C)(C)C)=O)CC=1)(=O)=O.C([O:36][C:37]([C:39]1[CH:40]=[C:41]([C:45]2[CH2:46][CH2:47][N:48]([C:51]([O:53][C:54]([CH3:57])([CH3:56])[CH3:55])=[O:52])[CH2:49][CH:50]=2)[CH:42]=[CH:43][CH:44]=1)=[O:38])C, predict the reaction product. The product is: [C:54]([O:53][C:51]([N:48]1[CH2:47][CH:46]=[C:45]([C:41]2[CH:40]=[C:39]([CH:44]=[CH:43][CH:42]=2)[C:37]([OH:38])=[O:36])[CH2:50][CH2:49]1)=[O:52])([CH3:57])([CH3:55])[CH3:56]. (7) Given the reactants [C:1]([C:3]1[C:4]([C:26]2[CH:27]=[N:28][C:29]([C:32]([F:35])([F:34])[F:33])=[CH:30][CH:31]=2)=[CH:5][C:6]([CH2:9][NH:10][C:11]([C@@H:13]2[CH2:17][C@@H:16]([F:18])[CH2:15][N:14]2C(OC(C)(C)C)=O)=[O:12])=[N:7][CH:8]=1)#[N:2].[ClH:36], predict the reaction product. The product is: [ClH:36].[C:1]([C:3]1[C:4]([C:26]2[CH:27]=[N:28][C:29]([C:32]([F:35])([F:34])[F:33])=[CH:30][CH:31]=2)=[CH:5][C:6]([CH2:9][NH:10][C:11]([C@@H:13]2[CH2:17][C@@H:16]([F:18])[CH2:15][NH:14]2)=[O:12])=[N:7][CH:8]=1)#[N:2].